From a dataset of Forward reaction prediction with 1.9M reactions from USPTO patents (1976-2016). Predict the product of the given reaction. (1) Given the reactants [Cl:1][C:2]1[CH:7]=[C:6]([Cl:8])[CH:5]=[CH:4][C:3]=1[C:9]1[N:10]=[C:11](/[CH:18]=[CH:19]/[C:20]2[CH:25]=[CH:24][C:23]([O:26][CH3:27])=[CH:22][CH:21]=2)[N:12]([CH2:14][C:15]([OH:17])=O)[CH:13]=1.[CH2:28]([NH2:32])[CH:29]([CH3:31])[CH3:30], predict the reaction product. The product is: [Cl:1][C:2]1[CH:7]=[C:6]([Cl:8])[CH:5]=[CH:4][C:3]=1[C:9]1[N:10]=[C:11](/[CH:18]=[CH:19]/[C:20]2[CH:21]=[CH:22][C:23]([O:26][CH3:27])=[CH:24][CH:25]=2)[N:12]([CH2:14][C:15]([NH:32][CH2:28][CH:29]([CH3:31])[CH3:30])=[O:17])[CH:13]=1. (2) The product is: [N:14]1([CH:20]2[CH2:25][CH2:24][N:23]([C:8]([C:7]3[CH:6]=[C:5]([S:2]([NH:37][C:36]4[CH:38]=[CH:39][C:33]([F:32])=[CH:34][CH:35]=4)(=[O:4])=[O:3])[CH:13]=[CH:12][CH:11]=3)=[O:9])[CH2:22][CH2:21]2)[CH2:19][CH2:18][CH2:17][CH2:16][CH2:15]1. Given the reactants Cl[S:2]([C:5]1[CH:6]=[C:7]([CH:11]=[CH:12][CH:13]=1)[C:8](Cl)=[O:9])(=[O:4])=[O:3].[N:14]1([CH:20]2[CH2:25][CH2:24][NH:23][CH2:22][CH2:21]2)[CH2:19][CH2:18][CH2:17][CH2:16][CH2:15]1.C(=O)([O-])[O-].[Na+].[Na+].[F:32][C:33]1[CH:39]=[CH:38][C:36]([NH2:37])=[CH:35][CH:34]=1, predict the reaction product.